Dataset: CYP1A2 inhibition data for predicting drug metabolism from PubChem BioAssay. Task: Regression/Classification. Given a drug SMILES string, predict its absorption, distribution, metabolism, or excretion properties. Task type varies by dataset: regression for continuous measurements (e.g., permeability, clearance, half-life) or binary classification for categorical outcomes (e.g., BBB penetration, CYP inhibition). Dataset: cyp1a2_veith. The compound is CCOC(=O)/C(=C/Nc1ccccc1)[N+](=O)[O-]. The result is 1 (inhibitor).